Task: Regression. Given two drug SMILES strings and cell line genomic features, predict the synergy score measuring deviation from expected non-interaction effect.. Dataset: NCI-60 drug combinations with 297,098 pairs across 59 cell lines (1) Drug 1: C1CC(=O)NC(=O)C1N2CC3=C(C2=O)C=CC=C3N. Drug 2: CC1=C(C(=CC=C1)Cl)NC(=O)C2=CN=C(S2)NC3=CC(=NC(=N3)C)N4CCN(CC4)CCO. Cell line: HCC-2998. Synergy scores: CSS=-1.53, Synergy_ZIP=3.01, Synergy_Bliss=4.27, Synergy_Loewe=0.158, Synergy_HSA=0.0751. (2) Drug 1: CN1C(=O)N2C=NC(=C2N=N1)C(=O)N. Drug 2: COC1=NC(=NC2=C1N=CN2C3C(C(C(O3)CO)O)O)N. Cell line: T-47D. Synergy scores: CSS=-4.21, Synergy_ZIP=4.10, Synergy_Bliss=0.763, Synergy_Loewe=-9.12, Synergy_HSA=-7.69.